This data is from CYP2C19 inhibition data for predicting drug metabolism from PubChem BioAssay. The task is: Regression/Classification. Given a drug SMILES string, predict its absorption, distribution, metabolism, or excretion properties. Task type varies by dataset: regression for continuous measurements (e.g., permeability, clearance, half-life) or binary classification for categorical outcomes (e.g., BBB penetration, CYP inhibition). Dataset: cyp2c19_veith. The result is 0 (non-inhibitor). The compound is Cn1c(=O)c2c(nc(/C=C\c3cccc(Cl)c3)n2C)n(C)c1=O.